From a dataset of Reaction yield outcomes from USPTO patents with 853,638 reactions. Predict the reaction yield, written as a fraction of the theoretical maximum amount of product (1.0 means a 100% yield; for example, 0.34 means a 34% yield). (1) The reactants are [N+:1]([C:4]1[CH:5]=[C:6]([CH:19]=[CH:20][CH:21]=1)[C:7]([NH:9][C:10]1[CH:18]=[CH:17][CH:16]=[CH:15][C:11]=1[C:12]([OH:14])=[O:13])=[O:8])([O-])=O. The catalyst is CO.[Pd]. The product is [NH2:1][C:4]1[CH:5]=[C:6]([CH:19]=[CH:20][CH:21]=1)[C:7]([NH:9][C:10]1[CH:18]=[CH:17][CH:16]=[CH:15][C:11]=1[C:12]([OH:14])=[O:13])=[O:8]. The yield is 0.720. (2) The catalyst is C1COCC1. The product is [C:27]([O:26][C:24]([N:20]1[CH2:19][CH:17]2[CH:16]([CH2:15][N:14]([CH2:7][C:8]3[CH:13]=[CH:12][CH:11]=[CH:10][CH:9]=3)[CH2:18]2)[CH2:21]1)=[O:25])([CH3:30])([CH3:29])[CH3:28]. The yield is 0.530. The reactants are [H-].[H-].[H-].[H-].[Li+].[Al+3].[CH2:7]([N:14]1[CH2:18][CH:17]2[C:19](=O)[NH:20][C:21](=O)[CH:16]2[CH2:15]1)[C:8]1[CH:13]=[CH:12][CH:11]=[CH:10][CH:9]=1.[C:24](O[C:24]([O:26][C:27]([CH3:30])([CH3:29])[CH3:28])=[O:25])([O:26][C:27]([CH3:30])([CH3:29])[CH3:28])=[O:25].C([O-])(O)=O.[Na+]. (3) The reactants are [OH:1][CH2:2][CH:3]1[CH2:8][CH2:7][CH2:6][N:5]([C:9]([O:11][C:12]([CH3:15])([CH3:14])[CH3:13])=[O:10])[CH2:4]1.[C:16]1([CH3:26])[CH:21]=[CH:20][C:19]([S:22](O)(=[O:24])=[O:23])=[CH:18][CH:17]=1. The yield is 1.00. The product is [C:12]([O:11][C:9]([N:5]1[CH2:6][CH2:7][CH2:8][CH:3]([CH2:2][O:1][S:22]([C:19]2[CH:20]=[CH:21][C:16]([CH3:26])=[CH:17][CH:18]=2)(=[O:24])=[O:23])[CH2:4]1)=[O:10])([CH3:15])([CH3:14])[CH3:13]. The catalyst is N1C=CC=CC=1. (4) The reactants are [CH3:1][O:2][CH2:3][O:4][C:5]1[CH:6]=[N:7][CH:8]=[CH:9][CH:10]=1.C([Li])(C)(C)C.[CH:16](=[O:18])[CH3:17]. The catalyst is C1COCC1.CCCCC. The product is [CH3:1][O:2][CH2:3][O:4][C:5]1[CH:6]=[N:7][CH:8]=[CH:9][C:10]=1[CH:16]([OH:18])[CH3:17]. The yield is 0.360. (5) The product is [NH2:10][CH2:9][CH:8]([C:5]1[CH:6]=[CH:7][C:2]([F:1])=[CH:3][CH:4]=1)[OH:13]. The yield is 0.970. The reactants are [F:1][C:2]1[CH:7]=[CH:6][C:5]([CH:8]([OH:13])[CH2:9][N+:10]([O-])=O)=[CH:4][CH:3]=1. The catalyst is [Pd].CO. (6) The reactants are C([NH:5][S:6]([C:9]1[CH:14]=[CH:13][CH:12]=[C:11]([C:15]2[N:16]=[CH:17][N:18]([C:20]3[N:25]=[C:24]([C:26]([F:29])([F:28])[F:27])[CH:23]=[C:22]([C:30]4[CH:35]=[CH:34][C:33]([Cl:36])=[C:32]([Cl:37])[CH:31]=4)[N:21]=3)[CH:19]=2)[CH:10]=1)(=[O:8])=[O:7])(C)(C)C.C(O)(C(F)(F)F)=O. The catalyst is ClCCl. The product is [Cl:37][C:32]1[CH:31]=[C:30]([C:22]2[CH:23]=[C:24]([C:26]([F:27])([F:28])[F:29])[N:25]=[C:20]([N:18]3[CH:19]=[C:15]([C:11]4[CH:10]=[C:9]([S:6]([NH2:5])(=[O:7])=[O:8])[CH:14]=[CH:13][CH:12]=4)[N:16]=[CH:17]3)[N:21]=2)[CH:35]=[CH:34][C:33]=1[Cl:36]. The yield is 0.100. (7) The reactants are [F:1][C:2]([F:21])([F:20])[C:3]1[CH:8]=[CH:7][C:6]([C:9]2[O:13][N:12]=[CH:11][C:10]=2[CH2:14][CH2:15][C:16](OC)=[O:17])=[CH:5][CH:4]=1.[H-].C([Al+]CC(C)C)C(C)C.Cl. The catalyst is O1CCCC1. The product is [F:21][C:2]([F:1])([F:20])[C:3]1[CH:4]=[CH:5][C:6]([C:9]2[O:13][N:12]=[CH:11][C:10]=2[CH2:14][CH2:15][CH2:16][OH:17])=[CH:7][CH:8]=1. The yield is 0.760.